From a dataset of Forward reaction prediction with 1.9M reactions from USPTO patents (1976-2016). Predict the product of the given reaction. (1) Given the reactants O[C:2]1[C:14]2[C:13]3[C:8](=[CH:9][C:10]([C:15]#[N:16])=[CH:11][CH:12]=3)[NH:7][C:6]=2[N:5]=[CH:4][N:3]=1.O=P(Cl)(Cl)[Cl:19], predict the reaction product. The product is: [Cl:19][C:2]1[C:14]2[C:13]3[C:8](=[CH:9][C:10]([C:15]#[N:16])=[CH:11][CH:12]=3)[NH:7][C:6]=2[N:5]=[CH:4][N:3]=1. (2) Given the reactants [N:1]1[CH:6]=[CH:5][CH:4]=[CH:3][C:2]=1[CH2:7]O.[H-].[Na+].[CH3:11][O:12][C:13]([C@@H:15]1[CH2:20][CH2:19][CH2:18][CH2:17][N:16]1[C:21](Cl)=[O:22])=[O:14].C1C[O:27]CC1, predict the reaction product. The product is: [CH3:11][O:12][C:13]([C@@H:15]1[CH2:20][CH2:19][CH2:18][CH2:17][N:16]1[C:21]([O:22][CH2:7][C:2]1[CH:3]=[CH:4][CH:5]=[CH:6][N:1]=1)=[O:27])=[O:14]. (3) Given the reactants CC(C)([O-])C.[K+].[C:7]12[CH2:13][C:10]([CH2:11][CH2:12]1)=[CH:9][CH:8]=2.C([Li])CCC.CCCCCC.Cl[P:26]([C:33]1[CH:38]=[CH:37][CH:36]=[CH:35][CH:34]=1)[C:27]1[CH:32]=[CH:31][CH:30]=[CH:29][CH:28]=1.[Cl-].[NH4+], predict the reaction product. The product is: [CH:7]12[CH2:13][CH:10]([CH:11]=[CH:12]1)[CH:9]=[C:8]2[P:26]([C:33]1[CH:34]=[CH:35][CH:36]=[CH:37][CH:38]=1)[C:27]1[CH:32]=[CH:31][CH:30]=[CH:29][CH:28]=1. (4) Given the reactants C[N:2]([CH3:13])[CH2:3][CH2:4][C:5]([C:7]1[CH:12]=[CH:11][CH:10]=[CH:9][CH:8]=1)=[O:6].[Br:14][C:15]1[CH:16]=C([CH:19]=[CH:20][CH:21]=1)N, predict the reaction product. The product is: [Br:14][C:15]1[CH:16]=[C:13]([NH:2][CH2:3][CH2:4][C:5]([C:7]2[CH:8]=[CH:9][CH:10]=[CH:11][CH:12]=2)=[O:6])[CH:19]=[CH:20][CH:21]=1. (5) Given the reactants Cl.CN[O:4][CH3:5].C[CH2:7][N:8](C(C)C)C(C)C.C[Al](C)C.[F:19][CH:20]([F:41])[O:21][C:22]1[CH:27]=[CH:26][CH:25]=[CH:24][C:23]=1[N:28]1[CH:33]=[C:32]([O:34][CH3:35])[C:31](=[O:36])[C:30]([C:37]([O:39]C)=O)=[N:29]1, predict the reaction product. The product is: [F:41][CH:20]([F:19])[O:21][C:22]1[CH:27]=[CH:26][CH:25]=[CH:24][C:23]=1[N:28]1[C:33]([O:4][CH3:5])=[C:32]([O:34][CH3:35])[C:31](=[O:36])[C:30]([C:37]([NH:8][CH3:7])=[O:39])=[N:29]1. (6) Given the reactants [Cl:1][C:2]1[CH:7]=[CH:6][C:5](/[C:8](/[CH3:15])=[CH:9]/[C:10]([O:12]CC)=[O:11])=[C:4]([CH2:16][N:17]2[N:21]=[N:20][C:19]([CH3:22])=[N:18]2)[CH:3]=1.[OH-].[Na+], predict the reaction product. The product is: [Cl:1][C:2]1[CH:7]=[CH:6][C:5](/[C:8](/[CH3:15])=[CH:9]/[C:10]([OH:12])=[O:11])=[C:4]([CH2:16][N:17]2[N:21]=[N:20][C:19]([CH3:22])=[N:18]2)[CH:3]=1.